Dataset: NCI-60 drug combinations with 297,098 pairs across 59 cell lines. Task: Regression. Given two drug SMILES strings and cell line genomic features, predict the synergy score measuring deviation from expected non-interaction effect. Cell line: UO-31. Synergy scores: CSS=1.72, Synergy_ZIP=2.33, Synergy_Bliss=-5.44, Synergy_Loewe=-8.00, Synergy_HSA=-7.34. Drug 1: CC1C(C(=O)NC(C(=O)N2CCCC2C(=O)N(CC(=O)N(C(C(=O)O1)C(C)C)C)C)C(C)C)NC(=O)C3=C4C(=C(C=C3)C)OC5=C(C(=O)C(=C(C5=N4)C(=O)NC6C(OC(=O)C(N(C(=O)CN(C(=O)C7CCCN7C(=O)C(NC6=O)C(C)C)C)C)C(C)C)C)N)C. Drug 2: CN(CCCl)CCCl.Cl.